This data is from Catalyst prediction with 721,799 reactions and 888 catalyst types from USPTO. The task is: Predict which catalyst facilitates the given reaction. (1) Reactant: Br[C:2](=[C:9]1[CH2:14][CH2:13][N:12]([C:15](=[O:31])[C:16]([C:18]2[C:26]3[C:21](=[C:22]([O:29][CH3:30])[N:23]=[CH:24][C:25]=3[O:27][CH3:28])[NH:20][CH:19]=2)=[O:17])[CH2:11][CH2:10]1)[C:3]1[CH:8]=[CH:7][CH:6]=[CH:5][CH:4]=1.[N:32]1[CH:37]=[CH:36][CH:35]=[C:34](B(O)O)[CH:33]=1.C(=O)([O-])[O-].[Na+].[Na+].CCO. Product: [C:3]1([C:2](=[C:9]2[CH2:14][CH2:13][N:12]([C:15](=[O:31])[C:16]([C:18]3[C:26]4[C:21](=[C:22]([O:29][CH3:30])[N:23]=[CH:24][C:25]=4[O:27][CH3:28])[NH:20][CH:19]=3)=[O:17])[CH2:11][CH2:10]2)[C:33]2[CH:34]=[CH:35][CH:36]=[CH:37][N:32]=2)[CH:8]=[CH:7][CH:6]=[CH:5][CH:4]=1. The catalyst class is: 57. (2) Reactant: Br[C:2]1([C:11](OC)=O)[CH2:10][C:9]2[C:4](=[CH:5][CH:6]=[CH:7][CH:8]=2)[NH:3]1.CC1(C)[C:20](C)(C)[O:19]B(C=C)O1.[C:26](=[O:29])([O-])[O-].[Cs+].[Cs+].O1CCOC[CH2:33]1.O. Product: [CH:11]([C:2]1[NH:3][C:4]2[C:9]([C:10]=1[C:26]([O:19][CH3:20])=[O:29])=[CH:8][CH:7]=[CH:6][CH:5]=2)=[CH2:33]. The catalyst class is: 73. (3) Product: [C:1]([C:5]1[CH:10]=[CH:9][C:8]([CH2:11][C:12]([OH:14])=[O:13])=[CH:7][CH:6]=1)([CH3:4])([CH3:2])[CH3:3]. Reactant: [C:1]([C:5]1[CH:10]=[CH:9][C:8]([CH2:11][C:12]([O:14]C)=[O:13])=[CH:7][CH:6]=1)([CH3:4])([CH3:3])[CH3:2].O. The catalyst class is: 5. (4) Reactant: [NH2:1][C:2]1[N:3]=[C:4]([N:10]2[CH2:15][CH2:14][CH:13]([O:16][C:17]3[CH:22]=[CH:21][CH:20]=[CH:19][C:18]=3[C:23]([F:26])([F:25])[F:24])[CH2:12][CH2:11]2)[S:5][C:6]=1[C:7]([NH2:9])=[O:8].[C:27](Cl)(=O)[CH3:28]. Product: [CH3:27][C:28]1[NH:9][C:7](=[O:8])[C:6]2[S:5][C:4]([N:10]3[CH2:11][CH2:12][CH:13]([O:16][C:17]4[CH:22]=[CH:21][CH:20]=[CH:19][C:18]=4[C:23]([F:26])([F:25])[F:24])[CH2:14][CH2:15]3)=[N:3][C:2]=2[N:1]=1. The catalyst class is: 15. (5) Reactant: C[O:2][C:3]1[CH:8]=[CH:7][CH:6]=[C:5]([O:9]C)[C:4]=1[N:11]1[C:23]2[CH:22]=[CH:21][CH:20]=[CH:19][C:18]=2[C:17]2[C:12]1=[CH:13][CH:14]=[CH:15][CH:16]=2.Cl.[NH+]1C=CC=CC=1. Product: [CH:22]1[C:23]2[N:11]([C:4]3[C:5]([OH:9])=[CH:6][CH:7]=[CH:8][C:3]=3[OH:2])[C:12]3[C:17](=[CH:16][CH:15]=[CH:14][CH:13]=3)[C:18]=2[CH:19]=[CH:20][CH:21]=1. The catalyst class is: 6. (6) Reactant: [N:1]1([C:7]([CH:9]2[CH2:14][CH2:13][CH2:12][CH2:11][C:10]2=[O:15])=[O:8])[CH2:6][CH2:5][CH2:4][CH2:3][CH2:2]1.[Br:16]Br. Product: [Br:16][CH:11]1[CH2:12][CH2:13][CH2:14][CH:9]([C:7]([N:1]2[CH2:6][CH2:5][CH2:4][CH2:3][CH2:2]2)=[O:8])[C:10]1=[O:15]. The catalyst class is: 27. (7) Reactant: [CH3:1][C:2]1[CH:9]=[C:8]([NH:10][CH3:11])[CH:7]=[CH:6][C:3]=1[CH:4]=O.[CH3:12][C@H:13]1[CH2:18][NH:17][CH2:16][CH2:15][N:14]1[C:19]([O:21][C:22]([CH3:25])([CH3:24])[CH3:23])=[O:20].C(O[BH-](OC(=O)C)OC(=O)C)(=O)C.[Na+].C([O-])(O)=O.[Na+]. Product: [CH3:1][C:2]1[CH:9]=[C:8]([NH:10][CH3:11])[CH:7]=[CH:6][C:3]=1[CH2:4][N:17]1[CH2:16][CH2:15][N:14]([C:19]([O:21][C:22]([CH3:25])([CH3:24])[CH3:23])=[O:20])[C@@H:13]([CH3:12])[CH2:18]1. The catalyst class is: 26. (8) Reactant: I[C:2]1[C:10]2[C:5](=[N:6][CH:7]=[C:8]([CH3:11])[CH:9]=2)[N:4]([Si:12]([CH:19]([CH3:21])[CH3:20])([CH:16]([CH3:18])[CH3:17])[CH:13]([CH3:15])[CH3:14])[CH:3]=1.C([Mg]Cl)(C)C.[F:27][C:28]1[C:33]([CH:34]=[O:35])=[CH:32][CH:31]=[C:30]([NH:36][C:37]2[CH:38]=[N:39][C:40]([O:43][CH3:44])=[CH:41][CH:42]=2)[N:29]=1.O. Product: [F:27][C:28]1[C:33]([CH:34]([C:2]2[C:10]3[C:5](=[N:6][CH:7]=[C:8]([CH3:11])[CH:9]=3)[N:4]([Si:12]([CH:19]([CH3:21])[CH3:20])([CH:16]([CH3:18])[CH3:17])[CH:13]([CH3:15])[CH3:14])[CH:3]=2)[OH:35])=[CH:32][CH:31]=[C:30]([NH:36][C:37]2[CH:38]=[N:39][C:40]([O:43][CH3:44])=[CH:41][CH:42]=2)[N:29]=1. The catalyst class is: 7.